From a dataset of NCI-60 drug combinations with 297,098 pairs across 59 cell lines. Regression. Given two drug SMILES strings and cell line genomic features, predict the synergy score measuring deviation from expected non-interaction effect. (1) Drug 1: C1=C(C(=O)NC(=O)N1)F. Drug 2: CC1=CC=C(C=C1)C2=CC(=NN2C3=CC=C(C=C3)S(=O)(=O)N)C(F)(F)F. Cell line: PC-3. Synergy scores: CSS=37.2, Synergy_ZIP=2.33, Synergy_Bliss=3.26, Synergy_Loewe=6.01, Synergy_HSA=6.46. (2) Drug 1: C1=CC(=C2C(=C1NCCNCCO)C(=O)C3=C(C=CC(=C3C2=O)O)O)NCCNCCO. Drug 2: CC1C(C(CC(O1)OC2CC(CC3=C2C(=C4C(=C3O)C(=O)C5=CC=CC=C5C4=O)O)(C(=O)C)O)N)O. Cell line: SW-620. Synergy scores: CSS=43.0, Synergy_ZIP=-4.56, Synergy_Bliss=-5.96, Synergy_Loewe=-2.51, Synergy_HSA=-0.377. (3) Drug 1: CN(CC1=CN=C2C(=N1)C(=NC(=N2)N)N)C3=CC=C(C=C3)C(=O)NC(CCC(=O)O)C(=O)O. Drug 2: C1CN1P(=S)(N2CC2)N3CC3. Cell line: HT29. Synergy scores: CSS=14.4, Synergy_ZIP=-1.04, Synergy_Bliss=-1.51, Synergy_Loewe=-40.8, Synergy_HSA=-7.15. (4) Drug 1: C1CC(=O)NC(=O)C1N2CC3=C(C2=O)C=CC=C3N. Drug 2: CC=C1C(=O)NC(C(=O)OC2CC(=O)NC(C(=O)NC(CSSCCC=C2)C(=O)N1)C(C)C)C(C)C. Cell line: U251. Synergy scores: CSS=70.5, Synergy_ZIP=-5.16, Synergy_Bliss=-4.27, Synergy_Loewe=-40.7, Synergy_HSA=-1.86.